Dataset: Catalyst prediction with 721,799 reactions and 888 catalyst types from USPTO. Task: Predict which catalyst facilitates the given reaction. (1) Reactant: C(OC(=O)[NH:7][CH2:8][CH2:9][N:10]1[C:18]2[C:17]([NH:19][C:20]3[CH:21]=[N:22][C:23]([O:27][C:28]4[CH:33]=[CH:32][CH:31]=[C:30]([C:34]([F:37])([F:36])[F:35])[CH:29]=4)=[C:24]([Cl:26])[CH:25]=3)=[N:16][CH:15]=[N:14][C:13]=2[CH:12]=[CH:11]1)(C)(C)C.[ClH:39]. Product: [ClH:26].[ClH:39].[ClH:26].[NH2:7][CH2:8][CH2:9][N:10]1[C:18]2[C:17]([NH:19][C:20]3[CH:21]=[N:22][C:23]([O:27][C:28]4[CH:33]=[CH:32][CH:31]=[C:30]([C:34]([F:35])([F:37])[F:36])[CH:29]=4)=[C:24]([Cl:26])[CH:25]=3)=[N:16][CH:15]=[N:14][C:13]=2[CH:12]=[CH:11]1. The catalyst class is: 7. (2) Reactant: [CH:1]([S:4]([C:7]1[CH:16]=[CH:15][C:14]2[C:9](=[CH:10][CH:11]=[CH:12][CH:13]=2)[CH:8]=1)(=[O:6])=[O:5])([CH3:3])[CH3:2].C([Li])CCC.CCCCCC.I[CH2:29][CH2:30][C:31]([O:33][CH3:34])=[O:32]. Product: [CH3:3][C:1]([S:4]([C:7]1[CH:16]=[CH:15][C:14]2[C:9](=[CH:10][CH:11]=[CH:12][CH:13]=2)[CH:8]=1)(=[O:6])=[O:5])([CH3:2])[CH2:29][CH2:30][C:31]([O:33][CH3:34])=[O:32]. The catalyst class is: 1. (3) Reactant: Br[C:2]1[CH:11]=[CH:10][C:9]2[N:8]=[C:7]([NH2:12])[C:6]3[N:13]=[CH:14][N:15]([CH2:16][CH:17]([CH3:19])[CH3:18])[C:5]=3[C:4]=2[CH:3]=1.[CH:20]([C:22]1[CH:27]=[CH:26][N:25]=[CH:24][CH:23]=1)=[CH2:21].C1(P(C2C=CC=CC=2)C2C=CC=CC=2)C=CC=CC=1.C(N(CC)CC)C. Product: [CH3:18][CH:17]([CH3:19])[CH2:16][N:15]1[C:5]2[C:4]3[CH:3]=[C:2]([CH:21]=[CH:20][C:22]4[CH:27]=[CH:26][N:25]=[CH:24][CH:23]=4)[CH:11]=[CH:10][C:9]=3[N:8]=[C:7]([NH2:12])[C:6]=2[N:13]=[CH:14]1. The catalyst class is: 524. (4) Reactant: [Cl:1][C:2]1[CH:7]=[C:6]([Cl:8])[CH:5]=[CH:4][C:3]=1[C:9]1[C:10]2[CH:11]3[CH2:22][CH2:21][N:20]([C:23]([O:25][C:26]([CH3:29])([CH3:28])[CH3:27])=[O:24])[CH2:19][CH2:18][CH:12]3[NH:13][C:14]=2[CH:15]=[CH:16][CH:17]=1.[C:30]1([O:36][CH2:37][CH2:38]Br)[CH:35]=[CH:34][CH:33]=[CH:32][CH:31]=1.C([O-])(O)=O.[Na+]. Product: [Cl:1][C:2]1[CH:7]=[C:6]([Cl:8])[CH:5]=[CH:4][C:3]=1[C:9]1[C:10]2[CH:11]3[CH2:22][CH2:21][N:20]([C:23]([O:25][C:26]([CH3:29])([CH3:28])[CH3:27])=[O:24])[CH2:19][CH2:18][CH:12]3[N:13]([CH2:38][CH2:37][O:36][C:30]3[CH:35]=[CH:34][CH:33]=[CH:32][CH:31]=3)[C:14]=2[CH:15]=[CH:16][CH:17]=1. The catalyst class is: 3. (5) Reactant: [Cl:1][C:2]1[CH:9]=[C:8]([N+:10]([O-:12])=[O:11])[CH:7]=[CH:6][C:3]=1[CH:4]=O.[NH2:13][C:14]1[C:18]2[CH:19]=[C:20]([Br:23])[CH:21]=[CH:22][C:17]=2[O:16][C:15]=1[C:24]([NH2:26])=[O:25].OS([O-])=O.[Na+].O. Product: [Br:23][C:20]1[CH:21]=[CH:22][C:17]2[O:16][C:15]3[C:24](=[O:25])[NH:26][C:4]([C:3]4[CH:6]=[CH:7][C:8]([N+:10]([O-:12])=[O:11])=[CH:9][C:2]=4[Cl:1])=[N:13][C:14]=3[C:18]=2[CH:19]=1. The catalyst class is: 16.